Dataset: Full USPTO retrosynthesis dataset with 1.9M reactions from patents (1976-2016). Task: Predict the reactants needed to synthesize the given product. (1) Given the product [Cl:1][C:2]1[CH:3]=[CH:4][C:5]([CH2:6][N:7]2[C:19]3[C@@H:18]([CH2:20][C:21]([O:23][CH3:30])=[O:22])[CH2:17][CH2:16][CH2:15][C:14]=3[C:13]3[C:8]2=[C:9]([S:24][CH3:25])[CH:10]=[CH:11][CH:12]=3)=[CH:26][CH:27]=1, predict the reactants needed to synthesize it. The reactants are: [Cl:1][C:2]1[CH:27]=[CH:26][C:5]([CH2:6][N:7]2[C:19]3[C@@H:18]([CH2:20][C:21]([OH:23])=[O:22])[CH2:17][CH2:16][CH2:15][C:14]=3[C:13]3[C:8]2=[C:9]([S:24][CH3:25])[CH:10]=[CH:11][CH:12]=3)=[CH:4][CH:3]=1.[N+](=[CH2:30])=[N-]. (2) Given the product [Cl:1][C:2]1[CH:7]=[CH:6][CH:5]=[C:4]([F:8])[C:3]=1[C:9]1[NH:13][C:12](=[O:14])[N:11]([C:15]2[CH:24]=[CH:23][C:18]([C:19]([NH:30][C:29]3[CH:31]=[CH:32][C:26]([F:25])=[C:27]([C:33]([F:36])([F:34])[F:35])[CH:28]=3)=[O:20])=[CH:17][CH:16]=2)[N:10]=1, predict the reactants needed to synthesize it. The reactants are: [Cl:1][C:2]1[CH:7]=[CH:6][CH:5]=[C:4]([F:8])[C:3]=1[C:9]1[NH:13][C:12](=[O:14])[N:11]([C:15]2[CH:24]=[CH:23][C:18]([C:19](OC)=[O:20])=[CH:17][CH:16]=2)[N:10]=1.[F:25][C:26]1[CH:32]=[CH:31][C:29]([NH2:30])=[CH:28][C:27]=1[C:33]([F:36])([F:35])[F:34].C[Al](C)C. (3) Given the product [CH3:20][C:3]1[CH:8]=[CH:7][C:6]([C@H:9]([NH:11][CH2:13][CH2:12][CH2:18][S:15]([OH:14])(=[O:17])=[O:16])[CH3:10])=[CH:5][CH:4]=1, predict the reactants needed to synthesize it. The reactants are: CO[C:3]1[CH:8]=[CH:7][C:6]([C@H:9]([NH2:11])[CH3:10])=[CH:5][CH:4]=1.[CH2:12]1[CH2:18][S:15](=[O:17])(=[O:16])[O:14][CH2:13]1.O1CCC[CH2:20]1. (4) Given the product [Cl:13][CH2:12][C@@H:11]([CH3:14])[CH2:10][O:8][C:5]1[CH:6]=[CH:7][C:2]([F:1])=[CH:3][CH:4]=1, predict the reactants needed to synthesize it. The reactants are: [F:1][C:2]1[CH:7]=[CH:6][C:5]([OH:8])=[CH:4][CH:3]=1.Br[CH2:10][C@H:11]([CH3:14])[CH2:12][Cl:13]. (5) Given the product [CH2:21]([O:20][CH:15]([O:14][CH2:12][CH3:13])[CH2:16][CH2:17][CH2:18][N:19]1[C:3](=[O:10])[C:4]2[C:9](=[CH:8][CH:7]=[CH:6][CH:5]=2)[C:1]1=[O:11])[CH3:22], predict the reactants needed to synthesize it. The reactants are: [C:1]1(=[O:11])[C:9]2[C:4](=[CH:5][CH:6]=[CH:7][CH:8]=2)[C:3](=[O:10])O1.[CH2:12]([O:14][CH:15]([O:20][CH2:21][CH3:22])[CH2:16][CH2:17][CH2:18][NH2:19])[CH3:13]. (6) Given the product [CH2:19]([NH:26][C:2]1[C:3](=[O:18])[N:4]([CH:15]([CH3:17])[CH3:16])[S:5](=[O:14])(=[O:13])[C:6]=1[C:7]1[CH:12]=[CH:11][CH:10]=[CH:9][CH:8]=1)[C:20]1[CH:25]=[CH:24][CH:23]=[CH:22][CH:21]=1, predict the reactants needed to synthesize it. The reactants are: Cl[C:2]1[C:3](=[O:18])[N:4]([CH:15]([CH3:17])[CH3:16])[S:5](=[O:14])(=[O:13])[C:6]=1[C:7]1[CH:12]=[CH:11][CH:10]=[CH:9][CH:8]=1.[CH2:19]([NH2:26])[C:20]1[CH:25]=[CH:24][CH:23]=[CH:22][CH:21]=1. (7) Given the product [S:18]([NH:1][CH2:2][CH2:3][CH2:4][N:5]([S:18]([C:15]1[CH:16]=[CH:17][C:12]([CH3:22])=[CH:13][CH:14]=1)(=[O:20])=[O:19])[CH2:6][CH2:7][CH2:8][NH:9][S:18]([C:15]1[CH:16]=[CH:17][C:12]([CH3:22])=[CH:13][CH:14]=1)(=[O:19])=[O:10])([C:15]1[CH:16]=[CH:17][C:12]([CH3:22])=[CH:13][CH:14]=1)(=[O:20])=[O:19], predict the reactants needed to synthesize it. The reactants are: [NH2:1][CH2:2][CH2:3][CH2:4][NH:5][CH2:6][CH2:7][CH2:8][NH2:9].[OH-:10].[Na+].[C:12]1([CH3:22])[CH:17]=[CH:16][C:15]([S:18](Cl)(=[O:20])=[O:19])=[CH:14][CH:13]=1. (8) Given the product [OH:1][C:2]1[CH:7]=[CH:6][C:5]([C:8]2[CH:9]=[C:10]([C:15]3[CH:16]=[C:17]([CH:21]=[CH:22][CH:23]=3)[C:18]([NH:29][CH2:28][CH2:27][O:26][CH3:25])=[O:19])[NH:11][C:12](=[O:14])[N:13]=2)=[CH:4][C:3]=1[CH3:24], predict the reactants needed to synthesize it. The reactants are: [OH:1][C:2]1[CH:7]=[CH:6][C:5]([C:8]2[CH:9]=[C:10]([C:15]3[CH:16]=[C:17]([CH:21]=[CH:22][CH:23]=3)[C:18](O)=[O:19])[NH:11][C:12](=[O:14])[N:13]=2)=[CH:4][C:3]=1[CH3:24].[CH3:25][O:26][CH2:27][CH2:28][NH2:29].ON1C2C=CC=CC=2N=N1.CCN=C=NCCC[N+](C)(C)C.[I-]. (9) Given the product [CH3:10][C:7]1([CH3:11])[O:8][CH2:9][CH:4]([CH2:3][CH2:2][N:12]2[CH:19]=[CH:18][C:16](=[O:17])[NH:15][C:13]2=[O:14])[CH2:5][O:6]1, predict the reactants needed to synthesize it. The reactants are: Br[CH2:2][CH2:3][CH:4]1[CH2:9][O:8][C:7]([CH3:11])([CH3:10])[O:6][CH2:5]1.[NH:12]1[CH:19]=[CH:18][C:16](=[O:17])[NH:15][C:13]1=[O:14].C(=O)([O-])[O-].[K+].[K+].